Dataset: Forward reaction prediction with 1.9M reactions from USPTO patents (1976-2016). Task: Predict the product of the given reaction. (1) Given the reactants [Br:1][C:2]1[C:3]([CH2:19][N:20]2[CH2:25][CH2:24][O:23][CH2:22][CH2:21]2)=[CH:4][C:5]([O:11][CH2:12][C:13]2[CH:18]=[CH:17][CH:16]=[CH:15][CH:14]=2)=[C:6]([CH:10]=1)[C:7](O)=[O:8].C(Cl)CCl.ON1C2N=CC=CC=2N=N1.[Cl:40][C:41]1[CH:42]=[C:43]([CH:45]=[CH:46][CH:47]=1)[NH2:44].CCN(C(C)C)C(C)C, predict the reaction product. The product is: [CH2:12]([O:11][C:5]1[CH:4]=[C:3]([CH2:19][N:20]2[CH2:21][CH2:22][O:23][CH2:24][CH2:25]2)[C:2]([Br:1])=[CH:10][C:6]=1[C:7]([NH:44][C:43]1[CH:45]=[CH:46][CH:47]=[C:41]([Cl:40])[CH:42]=1)=[O:8])[C:13]1[CH:14]=[CH:15][CH:16]=[CH:17][CH:18]=1. (2) Given the reactants [NH2:1][C:2]1[C:7]([C:8]([C:10]2[CH:11]=[N:12][C:13](F)=[CH:14][CH:15]=2)=[O:9])=[CH:6][C:5](Br)=[CH:4][N:3]=1.[Cl-].[NH4+].C([N:22](CC)CC)C.[CH3:27][O:28][C:29]1[CH:30]=[C:31](B(O)O)[CH:32]=[CH:33][C:34]=1[O:35][CH3:36].C(=O)([O-])[O-].[Na+].[Na+], predict the reaction product. The product is: [NH2:1][C:2]1[C:7]([C:8]([C:10]2[CH:11]=[N:12][C:13]([NH2:22])=[CH:14][CH:15]=2)=[O:9])=[CH:6][C:5]([C:32]2[CH:31]=[CH:30][C:29]([O:28][CH3:27])=[C:34]([O:35][CH3:36])[CH:33]=2)=[CH:4][N:3]=1. (3) Given the reactants [C:1]([O:5][C:6]([NH:8][C@@H:9]([C:12]1[CH:13]=[C:14]([CH:18]=[C:19]([C:21]([F:24])([F:23])[F:22])[CH:20]=1)[C:15](O)=[O:16])[CH2:10][OH:11])=[O:7])([CH3:4])([CH3:3])[CH3:2].[NH2:25][C@H:26]1[CH2:35][C:34]2[CH:33]=[C:32]([O:36][C:37]3[CH:46]=[CH:45][N:44]=[C:43]4[C:38]=3[CH2:39][CH2:40][C:41](=[O:47])[NH:42]4)[CH:31]=[CH:30][C:29]=2[CH2:28][CH2:27]1.CCN=C=NCCCN(C)C.Cl, predict the reaction product. The product is: [OH:11][CH2:10][C@@H:9]([NH:8][C:6](=[O:7])[O:5][C:1]([CH3:4])([CH3:2])[CH3:3])[C:12]1[CH:20]=[C:19]([C:21]([F:24])([F:22])[F:23])[CH:18]=[C:14]([C:15]([NH:25][C@@H:26]2[CH2:27][CH2:28][C:29]3[C:34](=[CH:33][C:32]([O:36][C:37]4[C:38]5[CH2:39][CH2:40][C:41](=[O:47])[NH:42][C:43]=5[N:44]=[CH:45][CH:46]=4)=[CH:31][CH:30]=3)[CH2:35]2)=[O:16])[CH:13]=1. (4) Given the reactants [F:1][C:2]1[N:7]=[CH:6][C:5]([CH:8](O)[CH3:9])=[CH:4][CH:3]=1.CS(Cl)(=O)=O.[NH:16]1[CH2:21][CH2:20][O:19][CH2:18][CH2:17]1, predict the reaction product. The product is: [F:1][C:2]1[N:7]=[CH:6][C:5]([CH:8]([N:16]2[CH2:21][CH2:20][O:19][CH2:18][CH2:17]2)[CH3:9])=[CH:4][CH:3]=1. (5) Given the reactants Br[CH2:2][C:3]1[CH:8]=[CH:7][C:6]([C:9]([OH:18])([C:14]([F:17])([F:16])[F:15])[C:10]([F:13])([F:12])[F:11])=[CH:5][CH:4]=1.[N:19]1([C:25]([O:27][C:28]([CH3:31])([CH3:30])[CH3:29])=[O:26])[CH2:24][CH2:23][NH:22][CH2:21][CH2:20]1.C(=O)([O-])[O-].[K+].[K+], predict the reaction product. The product is: [F:11][C:10]([F:13])([F:12])[C:9]([C:6]1[CH:7]=[CH:8][C:3]([CH2:2][N:22]2[CH2:21][CH2:20][N:19]([C:25]([O:27][C:28]([CH3:31])([CH3:30])[CH3:29])=[O:26])[CH2:24][CH2:23]2)=[CH:4][CH:5]=1)([OH:18])[C:14]([F:17])([F:16])[F:15]. (6) Given the reactants [O:1]=[C:2]1[CH2:7][CH2:6][N:5]([C:8]([O:10][CH2:11][C:12]2[CH:17]=[CH:16][CH:15]=[CH:14][CH:13]=2)=[O:9])[CH2:4][CH2:3]1.C[Si](C)(C)[C:20]([F:23])([F:22])[F:21].CCCC[N+](CCCC)(CCCC)CCCC.[F-], predict the reaction product. The product is: [OH:1][C:2]1([C:20]([F:23])([F:22])[F:21])[CH2:3][CH2:4][N:5]([C:8]([O:10][CH2:11][C:12]2[CH:17]=[CH:16][CH:15]=[CH:14][CH:13]=2)=[O:9])[CH2:6][CH2:7]1. (7) Given the reactants [NH2:1][C:2]1[CH:6]=[C:5]([C:7]2[CH:8]=[N:9][NH:10][C:11]=2[CH3:12])[S:4][C:3]=1[C:13]([NH2:15])=[O:14].[F:16][C:17]1([F:24])[CH2:22][CH2:21][C:20](=O)[CH2:19][CH2:18]1.CC1(C)C2(CS(O)(=O)=O)C(CC1CC2)=O.[O-]S([O-])(=O)=O.[Mg+2].C([O-])(O)=O.[Na+], predict the reaction product. The product is: [F:16][C:17]1([F:24])[CH2:22][CH2:21][C:20]2([NH:1][C:2]3[CH:6]=[C:5]([C:7]4[CH:8]=[N:9][NH:10][C:11]=4[CH3:12])[S:4][C:3]=3[C:13](=[O:14])[NH:15]2)[CH2:19][CH2:18]1. (8) Given the reactants [NH:1]1[CH:5]=[CH:4][N:3]=[C:2]1[CH2:6][C:7]1[CH:12]=[CH:11][C:10]([N+:13]([O-])=O)=[CH:9][CH:8]=1.NC1C=CC=CC=1, predict the reaction product. The product is: [NH:1]1[CH:5]=[CH:4][N:3]=[C:2]1[CH2:6][C:7]1[CH:12]=[CH:11][C:10]([NH2:13])=[CH:9][CH:8]=1.